From a dataset of Forward reaction prediction with 1.9M reactions from USPTO patents (1976-2016). Predict the product of the given reaction. The product is: [F:35][C:32]1[CH:31]=[CH:30][C:29]([CH2:28][O:27][CH2:26][C:25]([NH:24][CH2:23][CH2:22][CH2:21][CH2:20][CH2:19][C:17]2[N:18]=[C:14]([NH:13][C:1]([C:2]3[CH:10]=[CH:9][C:8]4[O:7][CH2:6][O:5][C:4]=4[CH:3]=3)=[O:11])[S:15][CH:16]=2)=[O:36])=[CH:34][CH:33]=1. Given the reactants [C:1](Cl)(=[O:11])[C:2]1[CH:10]=[CH:9][C:8]2[O:7][CH2:6][O:5][C:4]=2[CH:3]=1.[NH2:13][C:14]1[S:15][CH:16]=[C:17]([CH2:19][CH2:20][CH2:21][CH2:22][CH2:23][NH:24][C:25](=[O:36])[CH2:26][O:27][CH2:28][C:29]2[CH:34]=[CH:33][C:32]([F:35])=[CH:31][CH:30]=2)[N:18]=1.CN(C)C1C=CC=CC=1.C([O-])(O)=O.[Na+], predict the reaction product.